From a dataset of Catalyst prediction with 721,799 reactions and 888 catalyst types from USPTO. Predict which catalyst facilitates the given reaction. (1) Reactant: Cl[C:2]1[C:11]2[C:6](=[C:7]([C:12]3[CH:17]=[CH:16][CH:15]=[CH:14][CH:13]=3)[CH:8]=[CH:9][CH:10]=2)[CH:5]=[CH:4][N:3]=1.[N+:18]([C:21]1[CH:22]=[C:23]([CH:25]=[CH:26][CH:27]=1)[NH2:24])([O-:20])=[O:19].C(=O)([O-])[O-].[K+].[K+]. Product: [N+:18]([C:21]1[CH:22]=[C:23]([NH:24][C:2]2[C:11]3[C:6](=[C:7]([C:12]4[CH:17]=[CH:16][CH:15]=[CH:14][CH:13]=4)[CH:8]=[CH:9][CH:10]=3)[CH:5]=[CH:4][N:3]=2)[CH:25]=[CH:26][CH:27]=1)([O-:20])=[O:19]. The catalyst class is: 13. (2) Reactant: Cl.[CH3:2][N:3]1[C:11]([CH3:12])=[C:6]2[CH2:7][NH:8][CH2:9][CH2:10][C:5]2=[N:4]1.C([O-])([O-])=O.[K+].[K+].Br[CH2:20][CH2:21][CH2:22][Cl:23]. Product: [Cl:23][CH2:22][CH2:21][CH2:20][N:8]1[CH2:9][CH2:10][C:5]2=[N:4][N:3]([CH3:2])[C:11]([CH3:12])=[C:6]2[CH2:7]1. The catalyst class is: 21. (3) The catalyst class is: 1. Reactant: [CH2:1]([O:3][C:4]([CH:6]1[CH2:11][CH2:10][C:9](=[O:12])[CH2:8][CH2:7]1)=[O:5])[CH3:2].C[Si]([N-][Si](C)(C)C)(C)C.[Li+].[F:23][C:24]([F:44])([F:43])[S:25](N(C1C=CC(Cl)=CN=1)[S:25]([C:24]([F:44])([F:43])[F:23])(=[O:27])=[O:26])(=[O:27])=[O:26]. Product: [CH2:1]([O:3][C:4]([CH:6]1[CH2:11][CH2:10][C:9]([O:12][S:25]([C:24]([F:44])([F:43])[F:23])(=[O:27])=[O:26])=[CH:8][CH2:7]1)=[O:5])[CH3:2]. (4) Reactant: [Cl:1][C:2]1[C:3]([C:8]2[CH:9]=[C:10]3[C:14](=[CH:15][CH:16]=2)[NH:13][N:12]=[C:11]3[NH:17][C:18]2[S:19][C:20]([CH2:23][N:24](C)[C:25](=O)OC(C)(C)C)=[CH:21][N:22]=2)=[N:4][CH:5]=[CH:6][CH:7]=1.C(OCC)(=O)C.Cl. Product: [Cl:1][C:2]1[C:3]([C:8]2[CH:9]=[C:10]3[C:14](=[CH:15][CH:16]=2)[NH:13][N:12]=[C:11]3[NH:17][C:18]2[S:19][C:20]([CH2:23][NH:24][CH3:25])=[CH:21][N:22]=2)=[N:4][CH:5]=[CH:6][CH:7]=1. The catalyst class is: 13. (5) Reactant: [C:1]([C:3]1[CH:4]=[C:5]([CH:9]=[CH:10][CH:11]=1)[C:6]([OH:8])=[O:7])#[N:2].[C:12]([O-])([O-])=O.[K+].[K+].IC. Product: [CH3:12][O:7][C:6](=[O:8])[C:5]1[CH:9]=[CH:10][CH:11]=[C:3]([C:1]#[N:2])[CH:4]=1. The catalyst class is: 3. (6) Reactant: O[C:2]1[C:11]([NH:12][C:13](=[O:26])[C:14]2[CH:19]=[CH:18][C:17]([C:20]3[CH:21]=[N:22][CH:23]=[CH:24][CH:25]=3)=[CH:16][CH:15]=2)=[CH:10][CH:9]=[CH:8][C:3]=1[C:4]([O:6][CH3:7])=[O:5].CC1C=CC(S(O)(=O)=O)=CC=1. Product: [N:22]1[CH:23]=[CH:24][CH:25]=[C:20]([C:17]2[CH:18]=[CH:19][C:14]([C:13]3[O:26][C:2]4[C:3]([C:4]([O:6][CH3:7])=[O:5])=[CH:8][CH:9]=[CH:10][C:11]=4[N:12]=3)=[CH:15][CH:16]=2)[CH:21]=1. The catalyst class is: 11. (7) Reactant: [Si:1]([O:8][CH2:9][C:10]1[N:11]([CH3:26])[C:12]2[C:17]([CH:18]=1)=[CH:16][C:15]([CH:19]=[O:20])=[C:14]([O:21][CH2:22][C:23]([CH3:25])=[CH2:24])[CH:13]=2)([C:4]([CH3:7])([CH3:6])[CH3:5])([CH3:3])[CH3:2].[CH:27]([Mg]Br)=[CH2:28].[NH4+].[Cl-].O. Product: [Si:1]([O:8][CH2:9][C:10]1[N:11]([CH3:26])[C:12]2[C:17]([CH:18]=1)=[CH:16][C:15]([CH:19]([OH:20])[CH:27]=[CH2:28])=[C:14]([O:21][CH2:22][C:23]([CH3:25])=[CH2:24])[CH:13]=2)([C:4]([CH3:7])([CH3:6])[CH3:5])([CH3:3])[CH3:2]. The catalyst class is: 1.